Dataset: NCI-60 drug combinations with 297,098 pairs across 59 cell lines. Task: Regression. Given two drug SMILES strings and cell line genomic features, predict the synergy score measuring deviation from expected non-interaction effect. (1) Drug 1: CN(C)C1=NC(=NC(=N1)N(C)C)N(C)C. Drug 2: CCC1=C2CN3C(=CC4=C(C3=O)COC(=O)C4(CC)O)C2=NC5=C1C=C(C=C5)O. Cell line: NCI-H322M. Synergy scores: CSS=11.5, Synergy_ZIP=-1.12, Synergy_Bliss=4.71, Synergy_Loewe=-7.94, Synergy_HSA=2.60. (2) Drug 1: CC1=C(N=C(N=C1N)C(CC(=O)N)NCC(C(=O)N)N)C(=O)NC(C(C2=CN=CN2)OC3C(C(C(C(O3)CO)O)O)OC4C(C(C(C(O4)CO)O)OC(=O)N)O)C(=O)NC(C)C(C(C)C(=O)NC(C(C)O)C(=O)NCCC5=NC(=CS5)C6=NC(=CS6)C(=O)NCCC[S+](C)C)O. Drug 2: C1CN(CCN1C(=O)CCBr)C(=O)CCBr. Cell line: UACC62. Synergy scores: CSS=29.1, Synergy_ZIP=-11.1, Synergy_Bliss=-2.26, Synergy_Loewe=-19.7, Synergy_HSA=0.713. (3) Drug 1: C1=CC(=CC=C1CC(C(=O)O)N)N(CCCl)CCCl.Cl. Drug 2: CNC(=O)C1=NC=CC(=C1)OC2=CC=C(C=C2)NC(=O)NC3=CC(=C(C=C3)Cl)C(F)(F)F. Cell line: COLO 205. Synergy scores: CSS=51.6, Synergy_ZIP=-1.62, Synergy_Bliss=1.08, Synergy_Loewe=-2.61, Synergy_HSA=-0.622. (4) Drug 1: CC12CCC3C(C1CCC2=O)CC(=C)C4=CC(=O)C=CC34C. Drug 2: CC(C1=C(C=CC(=C1Cl)F)Cl)OC2=C(N=CC(=C2)C3=CN(N=C3)C4CCNCC4)N. Cell line: NCI-H522. Synergy scores: CSS=31.4, Synergy_ZIP=0.578, Synergy_Bliss=-0.393, Synergy_Loewe=-2.10, Synergy_HSA=-0.893. (5) Drug 1: CC1=C(C=C(C=C1)C(=O)NC2=CC(=CC(=C2)C(F)(F)F)N3C=C(N=C3)C)NC4=NC=CC(=N4)C5=CN=CC=C5. Drug 2: CCN(CC)CCNC(=O)C1=C(NC(=C1C)C=C2C3=C(C=CC(=C3)F)NC2=O)C. Cell line: MCF7. Synergy scores: CSS=-3.02, Synergy_ZIP=1.21, Synergy_Bliss=0.538, Synergy_Loewe=-3.79, Synergy_HSA=-3.67. (6) Drug 1: CC1C(C(CC(O1)OC2CC(OC(C2O)C)OC3=CC4=CC5=C(C(=O)C(C(C5)C(C(=O)C(C(C)O)O)OC)OC6CC(C(C(O6)C)O)OC7CC(C(C(O7)C)O)OC8CC(C(C(O8)C)O)(C)O)C(=C4C(=C3C)O)O)O)O. Drug 2: COC1=C2C(=CC3=C1OC=C3)C=CC(=O)O2. Cell line: MALME-3M. Synergy scores: CSS=58.0, Synergy_ZIP=-1.69, Synergy_Bliss=-5.17, Synergy_Loewe=-41.2, Synergy_HSA=-5.51.